The task is: Regression/Classification. Given a drug SMILES string, predict its absorption, distribution, metabolism, or excretion properties. Task type varies by dataset: regression for continuous measurements (e.g., permeability, clearance, half-life) or binary classification for categorical outcomes (e.g., BBB penetration, CYP inhibition). Dataset: cyp1a2_veith.. This data is from CYP1A2 inhibition data for predicting drug metabolism from PubChem BioAssay. (1) The molecule is O=C(NC12CC3CC(CC(C3)C1)C2)C12CC3CC(C1)CC(n1cnc(Cl)n1)(C3)C2. The result is 0 (non-inhibitor). (2) The compound is C/C(CCC(=O)OC[C@@H]1O[C@H](C#Cc2ccccc2)C=C[C@@H]1Oc1ccc(C)cc1)=N/O[C@@H](C)c1cn([C@H]2COC[C@H]2O)nn1. The result is 0 (non-inhibitor). (3) The drug is COc1ccc(-c2cc(C(F)(F)F)nc(N3CCCCC3)n2)cc1OC. The result is 1 (inhibitor). (4) The drug is C[C@@H](SCc1ccccc1)C(=O)O. The result is 0 (non-inhibitor).